This data is from Forward reaction prediction with 1.9M reactions from USPTO patents (1976-2016). The task is: Predict the product of the given reaction. (1) Given the reactants [C:1]([O:5][C@@H:6]([C:11]1[C:36]([CH3:37])=[CH:35][C:14]2[N:15]=[C:16]([C:18]3[CH:19]=[N:20][C:21]([CH3:34])=[C:22]([C:24]4[N:29]=[C:28]5[CH:30]=[N:31][N:32]([CH3:33])[C:27]5=[CH:26][CH:25]=4)[CH:23]=3)[S:17][C:13]=2[C:12]=1[C:38]1[CH:43]=[CH:42][C:41]([Cl:44])=[CH:40][CH:39]=1)[C:7]([O:9]C)=[O:8])([CH3:4])([CH3:3])[CH3:2].[OH-].[Na+], predict the reaction product. The product is: [C:1]([O:5][C@@H:6]([C:11]1[C:36]([CH3:37])=[CH:35][C:14]2[N:15]=[C:16]([C:18]3[CH:19]=[N:20][C:21]([CH3:34])=[C:22]([C:24]4[N:29]=[C:28]5[CH:30]=[N:31][N:32]([CH3:33])[C:27]5=[CH:26][CH:25]=4)[CH:23]=3)[S:17][C:13]=2[C:12]=1[C:38]1[CH:39]=[CH:40][C:41]([Cl:44])=[CH:42][CH:43]=1)[C:7]([OH:9])=[O:8])([CH3:4])([CH3:2])[CH3:3]. (2) Given the reactants [Cl:1][C:2]1[CH:7]=[C:6]([F:8])[CH:5]=[CH:4][C:3]=1[C:9]1[S:13][C:12]([C:14]([N:16]2[CH2:21][CH2:20][C:19]([NH:25][CH2:26][CH2:27][C:28]([F:31])([F:30])[F:29])([C:22]([NH2:24])=[O:23])[CH2:18][CH2:17]2)=[O:15])=[CH:11][C:10]=1[C:32]1[CH:37]=[CH:36][C:35]([O:38][CH2:39][CH2:40][CH2:41][O:42]C2CCCCO2)=[CH:34][CH:33]=1.Cl, predict the reaction product. The product is: [ClH:1].[Cl:1][C:2]1[CH:7]=[C:6]([F:8])[CH:5]=[CH:4][C:3]=1[C:9]1[S:13][C:12]([C:14]([N:16]2[CH2:21][CH2:20][C:19]([NH:25][CH2:26][CH2:27][C:28]([F:31])([F:30])[F:29])([C:22]([NH2:24])=[O:23])[CH2:18][CH2:17]2)=[O:15])=[CH:11][C:10]=1[C:32]1[CH:33]=[CH:34][C:35]([O:38][CH2:39][CH2:40][CH2:41][OH:42])=[CH:36][CH:37]=1. (3) Given the reactants B.C1COCC1.[NH2:7][C:8]1[N:13]=[CH:12][C:11]([C:14]2[N:19]=[C:18]([N:20]3[CH2:25][CH2:24][O:23][CH2:22][C@@H:21]3[CH3:26])[C:17]3=[CH:27][C:28]([C:30]([N:32]4[CH2:37][CH2:36][N:35]([S:38]([CH3:41])(=[O:40])=[O:39])[CH2:34][CH2:33]4)=O)=[CH:29][N:16]3[N:15]=2)=[C:10]([C:42]([F:45])([F:44])[F:43])[CH:9]=1.Cl, predict the reaction product. The product is: [CH3:26][C@@H:21]1[N:20]([C:18]2[C:17]3=[CH:27][C:28]([CH2:30][N:32]4[CH2:33][CH2:34][N:35]([S:38]([CH3:41])(=[O:39])=[O:40])[CH2:36][CH2:37]4)=[CH:29][N:16]3[N:15]=[C:14]([C:11]3[C:10]([C:42]([F:45])([F:43])[F:44])=[CH:9][C:8]([NH2:7])=[N:13][CH:12]=3)[N:19]=2)[CH2:25][CH2:24][O:23][CH2:22]1. (4) Given the reactants [CH2:1]([C:3]1[S:7][C:6]([C:8](=[O:10])[CH3:9])=[CH:5][C:4]=1[C:11]1[CH:16]=[CH:15][CH:14]=[CH:13][C:12]=1[CH3:17])[CH3:2].[CH3:18][C:19]1[CH:20]=[C:21]([CH:24]=[C:25]([CH3:28])[C:26]=1[OH:27])[CH:22]=O, predict the reaction product. The product is: [CH2:1]([C:3]1[S:7][C:6]([C:8](=[O:10])[CH2:9][CH2:22][C:21]2[CH:24]=[C:25]([CH3:28])[C:26]([OH:27])=[C:19]([CH3:18])[CH:20]=2)=[CH:5][C:4]=1[C:11]1[CH:16]=[CH:15][CH:14]=[CH:13][C:12]=1[CH3:17])[CH3:2]. (5) Given the reactants C([Si](C)(C)[O:6][C@H:7]1[CH2:12][CH2:11][C@H:10]([N:13]2[C:18]3=[N:19][C:20](Cl)=[N:21][CH:22]=[C:17]3[CH2:16][N:15]([C:24]3[CH:29]=[CH:28][C:27]([O:30][CH3:31])=[CH:26][C:25]=3[F:32])[C:14]2=[O:33])[CH2:9][CH2:8]1)(C)(C)C.[NH2:36][C:37]1[CH:38]=[C:39]([O:45][CH3:46])[C:40]([O:43][CH3:44])=[CH:41][CH:42]=1.O.C1(C)C=CC(S(O)(=O)=O)=CC=1, predict the reaction product. The product is: [F:32][C:25]1[CH:26]=[C:27]([O:30][CH3:31])[CH:28]=[CH:29][C:24]=1[N:15]1[CH2:16][C:17]2[C:18](=[N:19][C:20]([NH:36][C:37]3[CH:42]=[CH:41][C:40]([O:43][CH3:44])=[C:39]([O:45][CH3:46])[CH:38]=3)=[N:21][CH:22]=2)[N:13]([C@H:10]2[CH2:11][CH2:12][C@H:7]([OH:6])[CH2:8][CH2:9]2)[C:14]1=[O:33].